Regression. Given two drug SMILES strings and cell line genomic features, predict the synergy score measuring deviation from expected non-interaction effect. From a dataset of NCI-60 drug combinations with 297,098 pairs across 59 cell lines. (1) Drug 1: CS(=O)(=O)C1=CC(=C(C=C1)C(=O)NC2=CC(=C(C=C2)Cl)C3=CC=CC=N3)Cl. Drug 2: C(=O)(N)NO. Cell line: SF-295. Synergy scores: CSS=5.69, Synergy_ZIP=-2.69, Synergy_Bliss=-2.51, Synergy_Loewe=-1.10, Synergy_HSA=-1.05. (2) Drug 1: C1=CN(C=N1)CC(O)(P(=O)(O)O)P(=O)(O)O. Drug 2: B(C(CC(C)C)NC(=O)C(CC1=CC=CC=C1)NC(=O)C2=NC=CN=C2)(O)O. Cell line: SK-MEL-5. Synergy scores: CSS=5.44, Synergy_ZIP=2.82, Synergy_Bliss=2.53, Synergy_Loewe=-45.7, Synergy_HSA=-1.63. (3) Drug 1: C1=CC=C(C(=C1)C(C2=CC=C(C=C2)Cl)C(Cl)Cl)Cl. Drug 2: C(CCl)NC(=O)N(CCCl)N=O. Cell line: NCI-H522. Synergy scores: CSS=7.18, Synergy_ZIP=-2.70, Synergy_Bliss=-2.80, Synergy_Loewe=-6.27, Synergy_HSA=-3.31. (4) Drug 1: CC=C1C(=O)NC(C(=O)OC2CC(=O)NC(C(=O)NC(CSSCCC=C2)C(=O)N1)C(C)C)C(C)C. Drug 2: CN(CCCl)CCCl.Cl. Cell line: EKVX. Synergy scores: CSS=22.5, Synergy_ZIP=-5.51, Synergy_Bliss=1.14, Synergy_Loewe=-63.0, Synergy_HSA=3.43. (5) Drug 1: CC1C(C(=O)NC(C(=O)N2CCCC2C(=O)N(CC(=O)N(C(C(=O)O1)C(C)C)C)C)C(C)C)NC(=O)C3=C4C(=C(C=C3)C)OC5=C(C(=O)C(=C(C5=N4)C(=O)NC6C(OC(=O)C(N(C(=O)CN(C(=O)C7CCCN7C(=O)C(NC6=O)C(C)C)C)C)C(C)C)C)N)C. Cell line: NCI/ADR-RES. Synergy scores: CSS=1.80, Synergy_ZIP=-2.27, Synergy_Bliss=-1.53, Synergy_Loewe=-13.8, Synergy_HSA=-3.34. Drug 2: CC(C)NC(=O)C1=CC=C(C=C1)CNNC.Cl. (6) Drug 1: CS(=O)(=O)OCCCCOS(=O)(=O)C. Drug 2: CN(C(=O)NC(C=O)C(C(C(CO)O)O)O)N=O. Cell line: RXF 393. Synergy scores: CSS=-0.484, Synergy_ZIP=0.195, Synergy_Bliss=0.406, Synergy_Loewe=-1.13, Synergy_HSA=-0.639. (7) Drug 2: C1=NC2=C(N1)C(=S)N=CN2. Synergy scores: CSS=28.5, Synergy_ZIP=-12.3, Synergy_Bliss=-14.6, Synergy_Loewe=-16.6, Synergy_HSA=-10.1. Drug 1: COC1=CC(=CC(=C1O)OC)C2C3C(COC3=O)C(C4=CC5=C(C=C24)OCO5)OC6C(C(C7C(O6)COC(O7)C8=CC=CS8)O)O. Cell line: BT-549. (8) Drug 1: C1CC(C1)(C(=O)O)C(=O)O.[NH2-].[NH2-].[Pt+2]. Drug 2: C1C(C(OC1N2C=NC(=NC2=O)N)CO)O. Cell line: SR. Synergy scores: CSS=76.6, Synergy_ZIP=-1.35, Synergy_Bliss=-1.10, Synergy_Loewe=0.618, Synergy_HSA=2.58. (9) Drug 1: CC(C1=C(C=CC(=C1Cl)F)Cl)OC2=C(N=CC(=C2)C3=CN(N=C3)C4CCNCC4)N. Drug 2: C1C(C(OC1N2C=NC(=NC2=O)N)CO)O. Cell line: IGROV1. Synergy scores: CSS=4.21, Synergy_ZIP=-0.871, Synergy_Bliss=-0.150, Synergy_Loewe=-1.09, Synergy_HSA=-1.15. (10) Drug 1: C1=CC(=CC=C1CCC2=CNC3=C2C(=O)NC(=N3)N)C(=O)NC(CCC(=O)O)C(=O)O. Drug 2: CC12CCC3C(C1CCC2O)C(CC4=C3C=CC(=C4)O)CCCCCCCCCS(=O)CCCC(C(F)(F)F)(F)F. Cell line: NCI/ADR-RES. Synergy scores: CSS=14.9, Synergy_ZIP=-4.62, Synergy_Bliss=-0.209, Synergy_Loewe=-3.17, Synergy_HSA=0.865.